Dataset: Tyrosyl-DNA phosphodiesterase HTS with 341,365 compounds. Task: Binary Classification. Given a drug SMILES string, predict its activity (active/inactive) in a high-throughput screening assay against a specified biological target. The drug is O=C(N(CC)CC)C1CCCN(C1)C(=O)c1noc(c1)COc1cc(OC)ccc1. The result is 0 (inactive).